This data is from Peptide-MHC class II binding affinity with 134,281 pairs from IEDB. The task is: Regression. Given a peptide amino acid sequence and an MHC pseudo amino acid sequence, predict their binding affinity value. This is MHC class II binding data. (1) The MHC is DRB1_0701 with pseudo-sequence DRB1_0701. The peptide sequence is AITAMSEAQKAAKPA. The binding affinity (normalized) is 0.176. (2) The peptide sequence is KDKWIELKESWGAIWRIDTP. The MHC is HLA-DPA10201-DPB10501 with pseudo-sequence HLA-DPA10201-DPB10501. The binding affinity (normalized) is 0.338.